Task: Regression. Given a peptide amino acid sequence and an MHC pseudo amino acid sequence, predict their binding affinity value. This is MHC class II binding data.. Dataset: Peptide-MHC class II binding affinity with 134,281 pairs from IEDB (1) The peptide sequence is GPRTPEKAGQNIRLS. The MHC is DRB1_0101 with pseudo-sequence DRB1_0101. The binding affinity (normalized) is 0.316. (2) The peptide sequence is ANGYFSGHVIPACKN. The MHC is DRB4_0101 with pseudo-sequence DRB4_0103. The binding affinity (normalized) is 0.204. (3) The peptide sequence is PTRVVNWEVIIMDEA. The MHC is DRB1_1301 with pseudo-sequence DRB1_1301. The binding affinity (normalized) is 0.447. (4) The peptide sequence is GSYEVKATGSASSMING. The MHC is DRB1_0301 with pseudo-sequence DRB1_0301. The binding affinity (normalized) is 0.261.